From a dataset of Full USPTO retrosynthesis dataset with 1.9M reactions from patents (1976-2016). Predict the reactants needed to synthesize the given product. (1) Given the product [C@H:12]1([N:25]2[CH:32]=[CH:31][C:29](=[O:30])[NH:28][C:26]2=[O:27])[O:13][C@@H:14]([CH2:15][OH:16])[C@@H:10]([OH:9])[CH2:11]1, predict the reactants needed to synthesize it. The reactants are: C([O:9][C@@H:10]1[C@H:14]([CH2:15][O:16]C(=O)C2C=CC=CC=2)[O:13][C@H:12]([N:25]2[CH:32]=[CH:31][C:29](=[O:30])[NH:28][C:26]2=[O:27])[C@H:11]1O)(=O)C1C=CC=CC=1. (2) The reactants are: FC(F)(F)C(O)=O.[NH:8]1[CH2:13][CH2:12][CH:11]([NH:14][C:15]2[O:16][C:17]3[C:23]([O:24][CH2:25][CH:26]([OH:29])[CH2:27][OH:28])=[CH:22][CH:21]=[CH:20][C:18]=3[N:19]=2)[CH2:10][CH2:9]1.[CH2:30]([O:32][C:33]1[CH:34]=[C:35]([CH:38]=[C:39]([O:42][CH2:43][CH3:44])[C:40]=1[F:41])[CH:36]=O)[CH3:31].C([BH3-])#N.[Na+].C(N(C(C)C)C(C)C)C. Given the product [CH2:30]([O:32][C:33]1[CH:34]=[C:35]([CH:38]=[C:39]([O:42][CH2:43][CH3:44])[C:40]=1[F:41])[CH2:36][N:8]1[CH2:13][CH2:12][CH:11]([NH:14][C:15]2[O:16][C:17]3[C:23]([O:24][CH2:25][CH:26]([OH:29])[CH2:27][OH:28])=[CH:22][CH:21]=[CH:20][C:18]=3[N:19]=2)[CH2:10][CH2:9]1)[CH3:31], predict the reactants needed to synthesize it. (3) Given the product [CH3:12][NH:13][C:2]1[N:10]=[CH:9][CH:8]=[CH:7][C:3]=1[C:4]([OH:6])=[O:5], predict the reactants needed to synthesize it. The reactants are: Cl[C:2]1[N:10]=[CH:9][CH:8]=[CH:7][C:3]=1[C:4]([OH:6])=[O:5].Cl.[CH3:12][NH2:13].C(=O)([O-])[O-].[K+].[K+]. (4) Given the product [CH2:35]([O:36][C:3]1[C:4](=[O:6])[NH:18][C:10]([C:11]2[CH:16]=[CH:15][CH:14]=[CH:13][CH:12]=2)=[N:17][C:2]=1[C:1]([O:8][CH3:31])=[O:7])[C:19]1[CH:20]=[CH:21][CH:22]=[CH:28][CH:29]=1, predict the reactants needed to synthesize it. The reactants are: [C:1]([O-:8])(=[O:7])/[CH:2]=[CH:3]/[C:4]([O-:6])=O.Cl.[C:10]([NH2:18])(=[NH:17])[C:11]1[CH:16]=[CH:15][CH:14]=[CH:13][CH:12]=1.[CH2:19]1[CH2:29][CH2:28]N2[C:22](=NCCC2)[CH2:21][CH2:20]1.N1C=CN=[CH:31]1.[CH3:35][OH:36]. (5) Given the product [NH:1]([C:2]1[CH:3]=[C:4]([CH:10]=[CH:11][C:12]=1[CH3:13])[C:5]([NH:7][O:8][CH3:9])=[O:6])[NH2:14], predict the reactants needed to synthesize it. The reactants are: [NH2:1][C:2]1[CH:3]=[C:4]([CH:10]=[CH:11][C:12]=1[CH3:13])[C:5]([NH:7][O:8][CH3:9])=[O:6].[N:14]([O-])=O.[Na+].[Sn](Cl)Cl. (6) Given the product [Cl:15][C:16]1[CH:21]=[CH:20][C:19]([C:2]2[N:7]=[N:6][C:5]([NH2:8])=[N:4][C:3]=2[C:9]2[CH:14]=[CH:13][CH:12]=[CH:11][CH:10]=2)=[CH:18][CH:17]=1, predict the reactants needed to synthesize it. The reactants are: Br[C:2]1[N:7]=[N:6][C:5]([NH2:8])=[N:4][C:3]=1[C:9]1[CH:14]=[CH:13][CH:12]=[CH:11][CH:10]=1.[Cl:15][C:16]1[CH:21]=[CH:20][C:19](B(O)O)=[CH:18][CH:17]=1. (7) Given the product [C:31]([C:26]1([CH2:25][CH2:24][CH2:23][CH2:22][C:21](=[O:38])[CH2:20][CH2:19][CH2:18][CH2:17][C:12]2([C:10]([OH:11])=[O:9])[CH2:16][CH2:15][CH2:14][CH2:13]2)[CH2:27][CH2:28][CH2:29][CH2:30]1)([OH:33])=[O:32], predict the reactants needed to synthesize it. The reactants are: O[Li].O.O.C([O:9][C:10]([C:12]1([CH2:17][CH2:18][CH2:19][CH2:20][C:21](=[O:38])[CH2:22][CH2:23][CH2:24][CH2:25][C:26]2([C:31]([O:33]CCCC)=[O:32])[CH2:30][CH2:29][CH2:28][CH2:27]2)[CH2:16][CH2:15][CH2:14][CH2:13]1)=[O:11])CCC. (8) Given the product [Br:1][C:2]1[CH:7]=[CH:6][C:5]([O:8][C:12]([CH3:21])([CH3:20])[C:13]([O:15][C:16]([CH3:19])([CH3:18])[CH3:17])=[O:14])=[CH:4][CH:3]=1, predict the reactants needed to synthesize it. The reactants are: [Br:1][C:2]1[CH:7]=[CH:6][C:5]([OH:8])=[CH:4][CH:3]=1.[OH-].[K+].Br[C:12]([CH3:21])([CH3:20])[C:13]([O:15][C:16]([CH3:19])([CH3:18])[CH3:17])=[O:14]. (9) Given the product [Cl:6][C:7]1[C:12]([F:13])=[CH:11][CH:10]=[C:9]([F:14])[C:8]=1[C:15]1[C:24](=[O:25])[N:23]([CH2:2][CH:3]([F:5])[F:4])[C:18]2=[N:19][CH:20]=[CH:21][N:22]=[C:17]2[C:16]=1[OH:26], predict the reactants needed to synthesize it. The reactants are: Br[CH2:2][CH:3]([F:5])[F:4].[Cl:6][C:7]1[C:12]([F:13])=[CH:11][CH:10]=[C:9]([F:14])[C:8]=1[C:15]1[C:24](=[O:25])[NH:23][C:18]2=[N:19][CH:20]=[CH:21][N:22]=[C:17]2[C:16]=1[O:26]C(=O)C(C)(C)C.C(=O)([O-])[O-].[K+].[K+].[I-].[K+]. (10) The reactants are: [CH3:1][C:2]1[N:6]([CH3:7])[C:5]2[CH:8]=[CH:9][C:10]3[C@H:11]([OH:22])[CH2:12][C@H:13]([C:16]4[CH:21]=[CH:20][CH:19]=[CH:18][CH:17]=4)[O:14][C:15]=3[C:4]=2[N:3]=1.CS(O)(=O)=O.C(=O)(O)[O-].[Na+].[CH2:33](O)[CH3:34]. Given the product [CH3:33][CH2:34][O:22][CH:11]1[C:10]2[CH:9]=[CH:8][C:5]3[N:6]([CH3:7])[C:2]([CH3:1])=[N:3][C:4]=3[C:15]=2[O:14][CH:13]([C:16]2[CH:17]=[CH:18][CH:19]=[CH:20][CH:21]=2)[CH2:12]1, predict the reactants needed to synthesize it.